From a dataset of Full USPTO retrosynthesis dataset with 1.9M reactions from patents (1976-2016). Predict the reactants needed to synthesize the given product. (1) Given the product [CH3:22][CH:23]1[NH:24][CH2:25][CH2:26][N:27]([C:11]2[C:12]([O:14][CH3:15])=[C:13]3[N:4]([CH:1]4[CH2:3][CH2:2]4)[CH:5]=[C:6]([C:19]([OH:21])=[O:20])[C:7](=[O:18])[C:8]3=[CH:9][C:10]=2[F:17])[CH2:28]1, predict the reactants needed to synthesize it. The reactants are: [CH:1]1([N:4]2[C:13]3[C:8](=[CH:9][C:10]([F:17])=[C:11](F)[C:12]=3[O:14][CH3:15])[C:7](=[O:18])[C:6]([C:19]([OH:21])=[O:20])=[CH:5]2)[CH2:3][CH2:2]1.[CH3:22][CH:23]1[CH2:28][NH:27][CH2:26][CH2:25][NH:24]1. (2) Given the product [N+:8]([C:3]1[CH:4]=[CH:5][C:6]([NH:18][CH2:17][CH2:16][N:11]2[CH2:15][CH2:14][CH2:13][CH2:12]2)=[CH:7][CH:2]=1)([O-:10])=[O:9], predict the reactants needed to synthesize it. The reactants are: F[C:2]1[CH:7]=[CH:6][CH:5]=[CH:4][C:3]=1[N+:8]([O-:10])=[O:9].[N:11]1([CH2:16][CH2:17][NH2:18])[CH2:15][CH2:14][CH2:13][CH2:12]1.C(N)C. (3) Given the product [C:35]([C:22]1[N:23]=[C:24]([C:26]2[CH:34]=[CH:33][CH:32]=[C:31]3[C:27]=2[CH:28]=[CH:29][NH:30]3)[O:25][C:21]=1[C:18]1[CH:19]=[CH:20][C:15]([N:12]2[CH2:13][CH2:14][N:9]([C:7]([O:6][C:2]([CH3:4])([CH3:5])[CH3:3])=[O:8])[CH2:10][CH2:11]2)=[CH:16][CH:17]=1)(=[O:36])[NH2:45], predict the reactants needed to synthesize it. The reactants are: [K+].[C:2]([O:6][C:7]([N:9]1[CH2:14][CH2:13][N:12]([C:15]2[CH:20]=[CH:19][C:18]([C:21]3[O:25][C:24]([C:26]4[CH:34]=[CH:33][CH:32]=[C:31]5[C:27]=4[CH:28]=[CH:29][NH:30]5)=[N:23][C:22]=3[C:35]([O-])=[O:36])=[CH:17][CH:16]=2)[CH2:11][CH2:10]1)=[O:8])([CH3:5])([CH3:4])[CH3:3].O.OC1C2N=N[NH:45]C=2C=CC=1.Cl.CN(C)CCCN=C=NCC.N.O1CCOCC1. (4) The reactants are: [CH2:1]([P:3]([CH2:6][CH3:7])[CH2:4][CH3:5])[CH3:2].[I:8]C.[CH3:10]CCCCC. Given the product [I-:8].[CH2:1]([P+:3]([CH2:6][CH3:7])([CH2:4][CH3:5])[CH3:10])[CH3:2], predict the reactants needed to synthesize it.